From a dataset of Reaction yield outcomes from USPTO patents with 853,638 reactions. Predict the reaction yield, written as a fraction of the theoretical maximum amount of product (1.0 means a 100% yield; for example, 0.34 means a 34% yield). (1) The reactants are [CH3:1][S:2]([O:5][CH2:6][CH2:7][N:8]([CH2:32][CH2:33][O:34][S:35]([CH3:38])(=[O:37])=[O:36])[C:9]1[C:14]([N+:15]([O-:17])=[O:16])=[CH:13][C:12]([N+:18]([O-:20])=[O:19])=[CH:11][C:10]=1[C:21]([NH:23][CH2:24][CH:25]1[CH2:29][O:28]C(C)(C)[O:26]1)=[O:22])(=[O:4])=[O:3].C1(C)C=CC(S(O)(=O)=O)=CC=1. The catalyst is CO. The product is [CH3:38][S:35]([O:34][CH2:33][CH2:32][N:8]([CH2:7][CH2:6][O:5][S:2]([CH3:1])(=[O:4])=[O:3])[C:9]1[C:14]([N+:15]([O-:17])=[O:16])=[CH:13][C:12]([N+:18]([O-:20])=[O:19])=[CH:11][C:10]=1[C:21]([NH:23][CH2:24][CH:25]([OH:26])[CH2:29][OH:28])=[O:22])(=[O:36])=[O:37]. The yield is 0.730. (2) The catalyst is CO. The yield is 0.960. The reactants are [C:1]1([C:7]2([C:10]([OH:12])=[O:11])[CH2:9][CH2:8]2)[CH:6]=[CH:5][CH:4]=[CH:3][CH:2]=1.[CH3:13]C1C=CC(S(O)(=O)=O)=CC=1.CCOC(C)=O. The product is [C:1]1([C:7]2([C:10]([O:12][CH3:13])=[O:11])[CH2:9][CH2:8]2)[CH:6]=[CH:5][CH:4]=[CH:3][CH:2]=1. (3) The reactants are C(=O)([O-])[O-].[Cs+].[Cs+].[C:7]([O:14][CH3:15])(=[O:13])[CH2:8][C:9]([O:11][CH3:12])=[O:10].I[C:17]1[CH:22]=[CH:21][CH:20]=[C:19]([C:23]([F:26])([F:25])[F:24])[CH:18]=1.Cl. No catalyst specified. The product is [F:24][C:23]([F:26])([F:25])[C:19]1[CH:18]=[C:17]([CH:8]([C:7]([O:14][CH3:15])=[O:13])[C:9]([O:11][CH3:12])=[O:10])[CH:22]=[CH:21][CH:20]=1. The yield is 0.580. (4) The reactants are [Cl:1][C:2]1[CH:7]=[CH:6][CH:5]=[C:4]([CH3:8])[N+:3]=1[O-:9].[N+:10]([O-])([OH:12])=[O:11]. The product is [Cl:1][C:2]1[CH:7]=[C:6]([N+:10]([O-:12])=[O:11])[CH:5]=[C:4]([CH3:8])[N+:3]=1[O-:9]. The yield is 0.940. The catalyst is S(=O)(=O)(O)O. (5) The reactants are [Br:1][C:2]1[CH:7]=[CH:6][CH:5]=[CH:4][C:3]=1[OH:8].N1C=CN=C1.[C:14]([Si:18](Cl)([CH3:20])[CH3:19])([CH3:17])([CH3:16])[CH3:15].O. The catalyst is CN(C=O)C. The product is [Br:1][C:2]1[CH:7]=[CH:6][CH:5]=[CH:4][C:3]=1[O:8][Si:18]([C:14]([CH3:17])([CH3:16])[CH3:15])([CH3:20])[CH3:19]. The yield is 0.990. (6) The reactants are F[C:2]1[CH:11]=[CH:10][CH:9]=[C:8]2[C:3]=1[CH:4]=[N:5][C:6]([CH3:12])=[N:7]2.[NH:13]1[CH2:19][CH2:18][CH2:17][NH:16][CH2:15][CH2:14]1.C(N(CC)CC)C. The catalyst is CN(C=O)C. The product is [N:13]1([C:2]2[CH:11]=[CH:10][CH:9]=[C:8]3[C:3]=2[CH:4]=[N:5][C:6]([CH3:12])=[N:7]3)[CH2:19][CH2:18][CH2:17][NH:16][CH2:15][CH2:14]1. The yield is 0.350. (7) The yield is 0.990. The reactants are [CH3:1][N:2]([C:10](=[O:23])[CH2:11][NH:12][C:13](OCC1C=CC=CC=1)=[O:14])[C:3]1(C(OC)=O)[CH2:5][CH2:4]1. The product is [CH3:1][N:2]1[C:10](=[O:23])[CH2:11][NH:12][C:13](=[O:14])[C:3]21[CH2:5][CH2:4]2. The catalyst is CO. (8) The reactants are N1CCCCC1.[CH2:7]([O:9][C:10](=[O:15])[CH2:11][C:12]([O-])=O)[CH3:8].[S:16]1[CH:20]=[CH:19][CH:18]=[C:17]1[C:21]1[NH:25][CH:24]=[C:23](C=O)[CH:22]=1. The catalyst is N1C=CC=CC=1. The product is [S:16]1[CH:20]=[CH:19][CH:18]=[C:17]1[C:21]1[NH:25][CH:24]=[C:23](/[CH:12]=[CH:11]/[C:10]([O:9][CH2:7][CH3:8])=[O:15])[CH:22]=1. The yield is 0.820.